Dataset: Retrosynthesis with 50K atom-mapped reactions and 10 reaction types from USPTO. Task: Predict the reactants needed to synthesize the given product. (1) The reactants are: Clc1ccnc(Cl)c1Br.N[C@H]1CC[C@@H](c2ccccc2)CC1. Given the product Clc1nccc(N[C@H]2CC[C@@H](c3ccccc3)CC2)c1Br, predict the reactants needed to synthesize it. (2) The reactants are: CN1CCNCC1.Fc1cccc2nc(CN3CCC[C@H]4CCc5cccnc5[C@H]43)cn12. Given the product CN1CCN(c2cccc3nc(CN4CCC[C@H]5CCc6cccnc6[C@H]54)cn23)CC1, predict the reactants needed to synthesize it. (3) Given the product COP(=O)(Oc1ccc2c(c1)c(I)nn2C(=O)OC(C)(C)C)c1ccccc1, predict the reactants needed to synthesize it. The reactants are: CC(C)(C)OC(=O)OC(=O)OC(C)(C)C.COP(=O)(Oc1ccc2[nH]nc(I)c2c1)c1ccccc1. (4) The reactants are: CC(=O)Cl.Cc1c(C(=O)OCc2ccccc2)sc(N)c1C(=O)OC(C)(C)C. Given the product CC(=O)Nc1sc(C(=O)OCc2ccccc2)c(C)c1C(=O)OC(C)(C)C, predict the reactants needed to synthesize it. (5) Given the product Cc1ccc(NCc2ccccc2)nn1, predict the reactants needed to synthesize it. The reactants are: Cc1ccc(Cl)nn1.NCc1ccccc1. (6) Given the product CCN(CC1CCN(C(=O)CCNC(=O)OC(C)(C)C)CC1)[C@@H](C)Cc1ccc2c(c1)CCO2, predict the reactants needed to synthesize it. The reactants are: CC(C)(C)OC(=O)NCCC(=O)O.CCN(CC1CCNCC1)[C@@H](C)Cc1ccc2c(c1)CCO2. (7) Given the product Cc1ccc(CCOCCOS(C)(=O)=O)cc1, predict the reactants needed to synthesize it. The reactants are: CS(=O)(=O)Cl.Cc1ccc(CCOCCO)cc1.